From a dataset of Catalyst prediction with 721,799 reactions and 888 catalyst types from USPTO. Predict which catalyst facilitates the given reaction. (1) Reactant: [C:1]([O:5][C:6](=[O:31])[N:7]([CH2:9][CH2:10][O:11][C:12]1[CH:13]=[CH:14][CH:15]=[C:16]2[C:20]=1[NH:19][CH:18]=[C:17]2[S:21]([C:24]1[CH:29]=[CH:28][CH:27]=[CH:26][C:25]=1[F:30])(=[O:23])=[O:22])[CH3:8])([CH3:4])([CH3:3])[CH3:2].[H-].[Na+].[CH3:34]I. Product: [C:1]([O:5][C:6](=[O:31])[N:7]([CH2:9][CH2:10][O:11][C:12]1[CH:13]=[CH:14][CH:15]=[C:16]2[C:20]=1[N:19]([CH3:34])[CH:18]=[C:17]2[S:21]([C:24]1[CH:29]=[CH:28][CH:27]=[CH:26][C:25]=1[F:30])(=[O:23])=[O:22])[CH3:8])([CH3:4])([CH3:2])[CH3:3]. The catalyst class is: 9. (2) Reactant: [CH3:1][N:2]1[CH2:7][CH2:6][N:5]([C:8]2[CH:13]=[CH:12][C:11]([N+:14]([O-])=O)=[CH:10][C:9]=2[F:17])[CH2:4][CH:3]1[CH3:18]. Product: [NH2:14][C:11]1[CH:12]=[CH:13][C:8]([N:5]2[CH2:6][CH2:7][N:2]([CH3:1])[CH:3]([CH3:18])[CH2:4]2)=[C:9]([F:17])[CH:10]=1. The catalyst class is: 63.